From a dataset of Forward reaction prediction with 1.9M reactions from USPTO patents (1976-2016). Predict the product of the given reaction. (1) Given the reactants [C:1]1([S:11]([OH:14])(=[O:13])=[O:12])[C:10]2[C:5](=[CH:6][CH:7]=[CH:8][CH:9]=2)[CH:4]=[CH:3][CH:2]=1.C=O.[C:17]1(S(O)(=O)=O)[C:26]2[C:21](=[CH:22][CH:23]=[CH:24][CH:25]=2)[CH:20]=[CH:19][CH:18]=1.C=O, predict the reaction product. The product is: [C:1]1([S:11]([OH:14])(=[O:12])=[O:13])[C:10]2[C:5](=[CH:6][CH:7]=[CH:8][CH:9]=2)[CH:4]=[CH:3][CH:2]=1.[CH:25]1[C:26]2[C:21](=[CH:20][CH:19]=[CH:18][CH:17]=2)[CH:22]=[CH:23][CH:24]=1. (2) Given the reactants [NH2:1][C:2]1[CH:7]=[CH:6][C:5]([S:8]([N:11]([C:14]2[CH:33]=[CH:32][C:17]3[N:18]([CH2:25][CH:26]4[CH2:31][CH2:30][O:29][CH2:28][CH2:27]4)[C:19]([C:21]([CH3:24])([CH3:23])[CH3:22])=[N:20][C:16]=3[CH:15]=2)[CH2:12][CH3:13])(=[O:10])=[O:9])=[CH:4][CH:3]=1.[C:34]([O:37][CH2:38][C:39](Cl)=[O:40])(=[O:36])[CH3:35], predict the reaction product. The product is: [C:34]([O:37][CH2:38][C:39]([NH:1][C:2]1[CH:7]=[CH:6][C:5]([S:8]([N:11]([C:14]2[CH:33]=[CH:32][C:17]3[N:18]([CH2:25][CH:26]4[CH2:31][CH2:30][O:29][CH2:28][CH2:27]4)[C:19]([C:21]([CH3:24])([CH3:22])[CH3:23])=[N:20][C:16]=3[CH:15]=2)[CH2:12][CH3:13])(=[O:10])=[O:9])=[CH:4][CH:3]=1)=[O:40])(=[O:36])[CH3:35]. (3) Given the reactants [C:1]([O:5][C:6]([NH:8][CH2:9][C:10]([N:12]([CH2:14][C:15]1[CH:16]=[C:17]([C:21]2[CH:22]=[N:23][C:24]([N:27]3[CH2:32][CH2:31][N:30]([C:33]4[CH:43]=[CH:42][C:36]([C:37]([O:39]CC)=[O:38])=[CH:35][CH:34]=4)[CH2:29][CH2:28]3)=[N:25][CH:26]=2)[CH:18]=[CH:19][CH:20]=1)[CH3:13])=[O:11])=[O:7])([CH3:4])([CH3:3])[CH3:2].[OH-].[Na+].Cl.O, predict the reaction product. The product is: [C:1]([O:5][C:6]([NH:8][CH2:9][C:10]([N:12]([CH2:14][C:15]1[CH:16]=[C:17]([C:21]2[CH:26]=[N:25][C:24]([N:27]3[CH2:28][CH2:29][N:30]([C:33]4[CH:43]=[CH:42][C:36]([C:37]([OH:39])=[O:38])=[CH:35][CH:34]=4)[CH2:31][CH2:32]3)=[N:23][CH:22]=2)[CH:18]=[CH:19][CH:20]=1)[CH3:13])=[O:11])=[O:7])([CH3:4])([CH3:2])[CH3:3]. (4) The product is: [OH:32][CH:21]([CH2:22][N:23]1[CH2:24][C:25]2[C:30](=[CH:29][CH:28]=[CH:27][CH:26]=2)[CH2:31]1)[CH2:20][NH:19][C:14](=[O:16])[CH2:13][O:12][C:11]1[C:3]2[N:2]([CH3:1])[CH2:7][CH2:6][O:5][C:4]=2[CH:8]=[CH:9][CH:10]=1. Given the reactants [CH3:1][N:2]1[CH2:7][CH2:6][O:5][C:4]2[CH:8]=[CH:9][CH:10]=[C:11]([O:12][CH2:13][C:14]([O:16]CC)=O)[C:3]1=2.[NH2:19][CH2:20][CH:21]([OH:32])[CH2:22][N:23]1[CH2:31][C:30]2[C:25](=[CH:26][CH:27]=[CH:28][CH:29]=2)[CH2:24]1, predict the reaction product.